From a dataset of Full USPTO retrosynthesis dataset with 1.9M reactions from patents (1976-2016). Predict the reactants needed to synthesize the given product. (1) Given the product [CH:24]1[CH:25]=[CH:26][N:27]2[CH2:33][C:32]3[CH:34]=[CH:35][CH:36]=[CH:37][C:31]=3[N:30]([C:8]([C:6]3[CH:5]=[CH:4][C:3]([C:11]4[CH:16]=[CH:15][CH:14]=[CH:13][C:12]=4[CH3:17])=[C:2]([CH3:1])[CH:7]=3)=[O:10])[CH2:29][C:28]=12, predict the reactants needed to synthesize it. The reactants are: [CH3:1][C:2]1[CH:7]=[C:6]([C:8]([OH:10])=O)[CH:5]=[CH:4][C:3]=1[C:11]1[CH:16]=[CH:15][CH:14]=[CH:13][C:12]=1[CH3:17].C(Cl)(=O)C(Cl)=O.[CH:24]1[CH:25]=[CH:26][N:27]2[CH2:33][C:32]3[CH:34]=[CH:35][CH:36]=[CH:37][C:31]=3[NH:30][CH2:29][C:28]=12.C(N(CC)C(C)C)(C)C. (2) Given the product [C:1]([C:5]1[CH:6]=[C:7]([NH:18][C:19]([NH:26][C:30]2[CH:33]=[CH:34][C:35]([O:36][C:37]3[CH:42]=[CH:41][N:40]=[C:39]([C:43]#[N:44])[CH:38]=3)=[CH:45][CH:46]=2)=[O:20])[N:8]([C:10]2[CH:15]=[C:14]([F:16])[CH:13]=[C:12]([F:17])[CH:11]=2)[N:9]=1)([CH3:4])([CH3:2])[CH3:3], predict the reactants needed to synthesize it. The reactants are: [C:1]([C:5]1[CH:6]=[C:7]([NH2:18])[N:8]([C:10]2[CH:15]=[C:14]([F:16])[CH:13]=[C:12]([F:17])[CH:11]=2)[N:9]=1)([CH3:4])([CH3:3])[CH3:2].[C:19]([N:26]1[CH:30]=NC=N1)(N1C=NC=N1)=[O:20].NC1[CH:46]=[CH:45][C:35]([O:36][C:37]2[CH:42]=[CH:41][N:40]=[C:39]([C:43]#[N:44])[CH:38]=2)=[CH:34][CH:33]=1. (3) Given the product [CH2:1]([O:8][C:9]([N:11]1[CH2:15][C@H:14]([O:16][CH2:17][C:18]2[CH:23]=[CH:22][C:21]([O:24][CH3:25])=[CH:20][CH:19]=2)[CH2:13][C@H:12]1[CH:26]=[O:27])=[O:10])[C:2]1[CH:7]=[CH:6][CH:5]=[CH:4][CH:3]=1, predict the reactants needed to synthesize it. The reactants are: [CH2:1]([O:8][C:9]([N:11]1[CH2:15][C@H:14]([O:16][CH2:17][C:18]2[CH:23]=[CH:22][C:21]([O:24][CH3:25])=[CH:20][CH:19]=2)[CH2:13][C@H:12]1[CH2:26][OH:27])=[O:10])[C:2]1[CH:7]=[CH:6][CH:5]=[CH:4][CH:3]=1.[OH-].[Na+].C(O)(=O)C.